Task: Predict the reactants needed to synthesize the given product.. Dataset: Full USPTO retrosynthesis dataset with 1.9M reactions from patents (1976-2016) (1) Given the product [Cl:28][C:29]1[N:30]=[N:31][C:32]([CH2:15][CH:13]2[CH2:12][C:11]([CH3:17])([CH3:16])[NH:10][C:9]([CH3:18])([CH3:8])[CH2:14]2)=[CH:33][CH:34]=1, predict the reactants needed to synthesize it. The reactants are: FC(F)(F)C(O)=O.[CH3:8][C:9]1([CH3:18])[CH2:14][C:13](=[CH2:15])[CH2:12][C:11]([CH3:17])([CH3:16])[NH:10]1.B1C2CCCC1CCC2.[Cl:28][C:29]1[N:30]=[N:31][CH:32]=[C:33](Cl)[CH:34]=1.C([O-])([O-])=O.[K+].[K+].C(Cl)Cl. (2) Given the product [Cl:1][C:2]1[CH:3]=[CH:4][C:5]([N:8]2[CH:12]=[CH:11][C:10]([C:13]([F:14])([F:15])[F:16])=[C:9]2[CH2:17][O:18][C:25]2[C:24]([F:27])=[CH:23][C:22]([CH2:28][CH2:29][C:30]([O:32][CH2:33][CH3:34])=[O:31])=[CH:21][C:20]=2[F:19])=[CH:6][CH:7]=1, predict the reactants needed to synthesize it. The reactants are: [Cl:1][C:2]1[CH:7]=[CH:6][C:5]([N:8]2[CH:12]=[CH:11][C:10]([C:13]([F:16])([F:15])[F:14])=[C:9]2[CH2:17][OH:18])=[CH:4][CH:3]=1.[F:19][C:20]1[CH:21]=[C:22]([CH2:28][CH2:29][C:30]([O:32][CH2:33][CH3:34])=[O:31])[CH:23]=[C:24]([F:27])[C:25]=1O.N(C(N1CCCCC1)=O)=NC(N1CCCCC1)=O.C(P(CCCC)CCCC)CCC.